Dataset: Reaction yield outcomes from USPTO patents with 853,638 reactions. Task: Predict the reaction yield, written as a fraction of the theoretical maximum amount of product (1.0 means a 100% yield; for example, 0.34 means a 34% yield). (1) The yield is 0.870. The product is [C:62]([Si:59]([CH3:60])([CH3:61])[O:58][C@@H:22]([CH2:23][C@H:24]([O:50][Si:51]([C:54]([CH3:55])([CH3:56])[CH3:57])([CH3:52])[CH3:53])[C@H:25]([CH3:49])[CH:26]=[CH:27][CH2:28][O:29][C:30]([C:31]1[CH:32]=[CH:33][CH:34]=[CH:35][CH:36]=1)([C:43]1[CH:48]=[CH:47][CH:46]=[CH:45][CH:44]=1)[C:37]1[CH:42]=[CH:41][CH:40]=[CH:39][CH:38]=1)[CH:21]=[CH:20][C@H:19]([CH3:66])[C@H:18]([O:67][CH2:68][C:69]1[CH:70]=[CH:71][C:72]([O:75][CH3:76])=[CH:73][CH:74]=1)[C@@H:17]([CH3:77])[CH2:16][C@H:15]([CH3:78])[CH2:14][OH:79])([CH3:64])([CH3:65])[CH3:63]. The catalyst is C1COCC1. The reactants are C([C@@H]1COC(=O)N1[C:14](=[O:79])[C@@H:15]([CH3:78])[CH2:16][C@H:17]([CH3:77])[C@@H:18]([O:67][CH2:68][C:69]1[CH:74]=[CH:73][C:72]([O:75][CH3:76])=[CH:71][CH:70]=1)[C@@H:19]([CH3:66])[CH:20]=[CH:21][C@@H:22]([O:58][Si:59]([C:62]([CH3:65])([CH3:64])[CH3:63])([CH3:61])[CH3:60])[CH2:23][C@H:24]([O:50][Si:51]([C:54]([CH3:57])([CH3:56])[CH3:55])([CH3:53])[CH3:52])[C@H:25]([CH3:49])[CH:26]=[CH:27][CH2:28][O:29][C:30]([C:43]1[CH:48]=[CH:47][CH:46]=[CH:45][CH:44]=1)([C:37]1[CH:42]=[CH:41][CH:40]=[CH:39][CH:38]=1)[C:31]1[CH:36]=[CH:35][CH:34]=[CH:33][CH:32]=1)C1C=CC=CC=1.CO.[Li+].[BH4-].C(C(C(C([O-])=O)O)O)([O-])=O.[K+].[Na+]. (2) The reactants are O[CH2:2][CH2:3][O:4][CH:5]1[CH2:8][N:7]([C:9]2[CH:14]=[CH:13][C:12]([NH:15][C:16]3[CH:21]=[C:20]([O:22][CH3:23])[N:19]=[CH:18][C:17]=3[NH:24][C:25](=[O:27])[CH3:26])=[CH:11][CH:10]=2)[CH2:6]1.[C:28]([O:32][C:33]([NH:35][S:36]([NH2:39])(=[O:38])=[O:37])=[O:34])([CH3:31])([CH3:30])[CH3:29].C1(P(C2C=CC=CC=2)C2C=CC=CC=2)C=CC=CC=1.N(C(OCC)=O)=NC(OCC)=O. The catalyst is C(OCC)(=O)C.O1CCCC1. The product is [C:28]([O:32][C:33]([NH:35][S:36]([NH:39][CH2:2][CH2:3][O:4][CH:5]1[CH2:8][N:7]([C:9]2[CH:14]=[CH:13][C:12]([NH:15][C:16]3[CH:21]=[C:20]([O:22][CH3:23])[N:19]=[CH:18][C:17]=3[NH:24][C:25](=[O:27])[CH3:26])=[CH:11][CH:10]=2)[CH2:6]1)(=[O:38])=[O:37])=[O:34])([CH3:31])([CH3:29])[CH3:30]. The yield is 0.840. (3) The reactants are Br[C:2]1[CH:8]=[C:7]([N+:9]([O-:11])=[O:10])[CH:6]=[CH:5][C:3]=1[NH2:4].[C:12]([CH:14]1[CH2:16][CH2:15]1)#[CH:13]. The catalyst is C(N(CC)CC)C.[Cu]I.Cl[Pd](Cl)([P](C1C=CC=CC=1)(C1C=CC=CC=1)C1C=CC=CC=1)[P](C1C=CC=CC=1)(C1C=CC=CC=1)C1C=CC=CC=1. The product is [CH:14]1([C:12]#[C:13][C:2]2[CH:8]=[C:7]([N+:9]([O-:11])=[O:10])[CH:6]=[CH:5][C:3]=2[NH2:4])[CH2:16][CH2:15]1. The yield is 0.230. (4) The reactants are [NH:1]1[C:9]2[C:4](=[CH:5][CH:6]=[CH:7][CH:8]=2)[CH:3]=[CH:2]1.[Br:10][C:11]1[CH:16]=[CH:15][C:14](I)=[CH:13][C:12]=1[O:18][CH3:19].P([O-])([O-])([O-])=O.[K+].[K+].[K+].CC1OCCC1. The catalyst is [Cu]I.N1C2C(=CC=C3C=2N=CC=C3)C=CC=1.O. The product is [Br:10][C:11]1[CH:16]=[CH:15][C:14]([N:1]2[C:9]3[C:4](=[CH:5][CH:6]=[CH:7][CH:8]=3)[CH:3]=[CH:2]2)=[CH:13][C:12]=1[O:18][CH3:19]. The yield is 1.01. (5) The reactants are Cl.[CH2:2]([O:4][C:5](=[O:8])[CH2:6][NH2:7])[CH3:3].C(N([CH2:14][CH3:15])CC)C.C([CH:18]([C:22](Cl)=[O:23])[C:19](Cl)=[O:20])C.C(=O)([O-])[O-:26].[K+].[K+]. The catalyst is ClCCl. The product is [CH2:2]([O:4][C:5](=[O:8])[CH2:6][NH:7][C:22](=[O:23])[CH2:18][C:19]([O:20][CH2:14][CH3:15])=[O:26])[CH3:3]. The yield is 0.970. (6) The reactants are [Br:1][C:2]1[C:10]2[O:9][CH:8]([CH2:11][OH:12])[CH2:7][C:6]=2[CH:5]=[C:4]([C:13]#[N:14])[CH:3]=1.[C:15]1([CH3:25])[CH:20]=[CH:19][C:18]([S:21](Cl)(=[O:23])=[O:22])=[CH:17][CH:16]=1. No catalyst specified. The product is [CH3:25][C:15]1[CH:20]=[CH:19][C:18]([S:21]([O:12][CH2:11][CH:8]2[CH2:7][C:6]3[CH:5]=[C:4]([C:13]#[N:14])[CH:3]=[C:2]([Br:1])[C:10]=3[O:9]2)(=[O:23])=[O:22])=[CH:17][CH:16]=1. The yield is 0.720. (7) The reactants are [C:1]([C:3]1[CH:4]=[C:5]([NH:10][C:11]2[C:20]3[C:15](=[CH:16][C:17]([O:22][CH3:23])=[C:18]([OH:21])[CH:19]=3)[N:14]=[CH:13][N:12]=2)[CH:6]=[CH:7][C:8]=1[F:9])#[CH:2].Cl[CH2:25][CH2:26][CH2:27][N:28]1[CH2:33][CH2:32][CH:31]2[CH2:34][O:35][CH2:36][CH:30]2[CH2:29]1.C([O-])([O-])=O.[K+].[K+].C(Cl)Cl. The catalyst is CN(C=O)C. The product is [C:1]([C:3]1[CH:4]=[C:5]([NH:10][C:11]2[C:20]3[C:15](=[CH:16][C:17]([O:22][CH3:23])=[C:18]([O:21][CH2:25][CH2:26][CH2:27][N:28]4[CH2:33][CH2:32][CH:31]5[CH2:34][O:35][CH2:36][CH:30]5[CH2:29]4)[CH:19]=3)[N:14]=[CH:13][N:12]=2)[CH:6]=[CH:7][C:8]=1[F:9])#[CH:2]. The yield is 0.325. (8) The reactants are [Br:1][C:2]1[C:3]([N:21]2[CH2:26][CH2:25][CH2:24][C@@H:23]([NH:27]C(=O)OC(C)(C)C)[CH2:22]2)=[C:4]2[C:10]([NH:11][C:12](=[O:20])[C:13]3[CH:18]=[CH:17][C:16]([CH3:19])=[N:15][CH:14]=3)=[CH:9][NH:8][C:5]2=[N:6][CH:7]=1.C(O)(C(F)(F)F)=O.C(Cl)[Cl:43]. No catalyst specified. The product is [ClH:43].[NH2:27][C@@H:23]1[CH2:24][CH2:25][CH2:26][N:21]([C:3]2[C:2]([Br:1])=[CH:7][N:6]=[C:5]3[NH:8][CH:9]=[C:10]([NH:11][C:12](=[O:20])[C:13]4[CH:18]=[CH:17][C:16]([CH3:19])=[N:15][CH:14]=4)[C:4]=23)[CH2:22]1. The yield is 0.330.